This data is from Catalyst prediction with 721,799 reactions and 888 catalyst types from USPTO. The task is: Predict which catalyst facilitates the given reaction. (1) Reactant: [CH:1]([C:3]1[CH:4]=[C:5]([CH:11]=[C:12]([C:30]([F:33])([F:32])[F:31])[C:13]=1[CH2:14][N:15]1[CH2:20][CH2:19][CH2:18][C@H:17]([N:21]([CH3:29])[C:22]([O:24][C:25]([CH3:28])([CH3:27])[CH3:26])=[O:23])[CH2:16]1)[C:6]([O:8][CH2:9][CH3:10])=[O:7])=[CH2:2]. Product: [CH2:1]([C:3]1[CH:4]=[C:5]([CH:11]=[C:12]([C:30]([F:32])([F:31])[F:33])[C:13]=1[CH2:14][N:15]1[CH2:20][CH2:19][CH2:18][C@H:17]([N:21]([CH3:29])[C:22]([O:24][C:25]([CH3:28])([CH3:26])[CH3:27])=[O:23])[CH2:16]1)[C:6]([O:8][CH2:9][CH3:10])=[O:7])[CH3:2]. The catalyst class is: 13. (2) Reactant: [F:1][C:2]1[CH:7]=[C:6]([OH:8])[CH:5]=[CH:4][C:3]=1[C:9](=[O:11])[CH3:10].[N+:12]([O-])([O-:14])=[O:13].[K+]. Product: [F:1][C:2]1[CH:7]=[C:6]([OH:8])[C:5]([N+:12]([O-:14])=[O:13])=[CH:4][C:3]=1[C:9](=[O:11])[CH3:10]. The catalyst class is: 65. (3) Reactant: [Br:1][C:2]1[C:3]2[CH:13]=[CH:12][CH:11]=[CH:10][C:4]=2[S:5][C:6]=1[C:7]([OH:9])=O.[CH3:14][O:15][C:16]1[CH:23]=[CH:22][C:19]([CH2:20][NH2:21])=[CH:18][CH:17]=1.C1CCC(N=C=NC2CCCCC2)CC1.C1C=CC2N(O)N=NC=2C=1. Product: [CH3:14][O:15][C:16]1[CH:23]=[CH:22][C:19]([CH2:20][NH:21][C:7]([C:6]2[S:5][C:4]3[CH:10]=[CH:11][CH:12]=[CH:13][C:3]=3[C:2]=2[Br:1])=[O:9])=[CH:18][CH:17]=1. The catalyst class is: 39. (4) Reactant: C([O:5][C:6]([N:8]1[CH:12]=[CH:11][CH:10]=[C:9]1[C:13]1[C:22]([N+:23]([O-])=O)=[CH:21][C:16]([C:17]([O:19][CH3:20])=[O:18])=[CH:15][N:14]=1)=O)(C)(C)C. Product: [O:5]=[C:6]1[N:8]2[CH:12]=[CH:11][CH:10]=[C:9]2[C:13]2[N:14]=[CH:15][C:16]([C:17]([O:19][CH3:20])=[O:18])=[CH:21][C:22]=2[NH:23]1. The catalyst class is: 180. (5) Reactant: [NH2:1][C:2]([C:4]1[N:8]2[C:9]3[CH:41]=[CH:40][C:39]([Cl:42])=[CH:38][C:10]=3[C@@H:11]([C:28]3[CH:33]=[CH:32][CH:31]=[C:30]([O:34][CH3:35])[C:29]=3[O:36][CH3:37])[O:12][C@H:13]([CH2:14][C:15]([N:17]3[CH2:22][CH2:21][CH:20]([CH2:23][C:24]([O:26]C)=[O:25])[CH2:19][CH2:18]3)=[O:16])[C:7]2=[CH:6][CH:5]=1)=[O:3]. Product: [NH2:1][C:2]([C:4]1[N:8]2[C:9]3[CH:41]=[CH:40][C:39]([Cl:42])=[CH:38][C:10]=3[C@@H:11]([C:28]3[CH:33]=[CH:32][CH:31]=[C:30]([O:34][CH3:35])[C:29]=3[O:36][CH3:37])[O:12][C@H:13]([CH2:14][C:15]([N:17]3[CH2:22][CH2:21][CH:20]([CH2:23][C:24]([OH:26])=[O:25])[CH2:19][CH2:18]3)=[O:16])[C:7]2=[CH:6][CH:5]=1)=[O:3]. The catalyst class is: 5.